Task: Regression/Classification. Given a drug SMILES string, predict its absorption, distribution, metabolism, or excretion properties. Task type varies by dataset: regression for continuous measurements (e.g., permeability, clearance, half-life) or binary classification for categorical outcomes (e.g., BBB penetration, CYP inhibition). Dataset: cyp2d6_substrate_carbonmangels.. Dataset: CYP2D6 substrate classification data from Carbon-Mangels et al. (1) The compound is NNC(=O)c1ccncc1. The result is 0 (non-substrate). (2) The compound is CN1C(C(=O)Nc2ccccn2)=C(O)c2ccccc2S1(=O)=O. The result is 0 (non-substrate). (3) The molecule is C[C@H]1O[C@@H](O[C@H]2[C@@H](O)C[C@H](O[C@H]3[C@@H](O)C[C@H](O[C@H]4CC[C@]5(C)[C@H]6CC[C@]7(C)[C@@H](C8=CC(=O)OC8)CC[C@]7(O)[C@@H]6CC[C@@H]5C4)O[C@@H]3C)O[C@@H]2C)C[C@H](O)[C@@H]1O. The result is 0 (non-substrate). (4) The result is 1 (substrate). The compound is COc1ccc2c3c1O[C@H]1[C@@H](O)C=C[C@H]4[C@@H](C2)N(C)CC[C@]314. (5) The compound is CCn1cc(C(=O)O)c(=O)c2cc(F)c(N3CCNCC3)nc21. The result is 0 (non-substrate). (6) The molecule is CC(C)NC[C@@H]1CCc2cc(CO)c([N+](=O)[O-])cc2N1. The result is 0 (non-substrate). (7) The compound is CN/C(=N\C#N)NCCSCc1nc[nH]c1C. The result is 0 (non-substrate). (8) The compound is CN(C)c1ccc([C@H]2C[C@@]3(C)[C@@H](CC[C@]3(O)CCCO)[C@@H]3CCC4=CC(=O)CCC4=C32)cc1. The result is 0 (non-substrate). (9) The molecule is c1ccc2[nH]c(-c3cscn3)nc2c1. The result is 0 (non-substrate). (10) The compound is CNS(=O)(=O)Cc1ccc2[nH]cc(CCCN3CCN(c4ncncc4OC)CC3)c2c1. The result is 1 (substrate).